This data is from Forward reaction prediction with 1.9M reactions from USPTO patents (1976-2016). The task is: Predict the product of the given reaction. Given the reactants [Br:1][C:2]1[CH:3]=C(N)C(=[C:8]([Br:10])[CH:9]=1)OC.[C:12](=O)(O)[O-:13].[C:16](Cl)(Cl)=[S:17].C(=O)=O.[C:23](#[N:25])[CH3:24], predict the reaction product. The product is: [CH3:12][O:13][C:24]1[CH:3]=[C:2]([Br:1])[CH:9]=[C:8]([Br:10])[C:23]=1[N:25]=[C:16]=[S:17].